Dataset: Full USPTO retrosynthesis dataset with 1.9M reactions from patents (1976-2016). Task: Predict the reactants needed to synthesize the given product. (1) Given the product [CH:21]([N:25]1[CH:29]=[C:28]([C:9]2[CH:14]=[CH:13][N:12]=[C:11]([NH:15][C:16](=[O:19])[CH2:17][CH3:18])[CH:10]=2)[C:27]([C:31]2[S:32][CH:33]=[C:34]([Cl:36])[CH:35]=2)=[N:26]1)([CH2:23][CH3:24])[CH3:22], predict the reactants needed to synthesize it. The reactants are: CC1(C)C(C)(C)OB([C:9]2[CH:14]=[CH:13][N:12]=[C:11]([NH:15][C:16](=[O:19])[CH2:17][CH3:18])[CH:10]=2)O1.[CH:21]([N:25]1[CH:29]=[C:28](I)[C:27]([C:31]2[S:32][CH:33]=[C:34]([Cl:36])[CH:35]=2)=[N:26]1)([CH2:23][CH3:24])[CH3:22].C(=O)([O-])[O-].[Na+].[Na+]. (2) Given the product [CH:13]12[CH2:19][CH:17]3[CH2:16][CH:15]([CH2:20][CH:11]([CH2:18]3)[CH:12]1[NH:21][C:22]([C:23]1[C:24]([C:25]([CH3:28])([CH3:27])[CH3:26])=[N:10][C:8]([N:2]3[CH2:7][CH2:6][O:5][CH2:4][CH2:3]3)=[N:9][CH:30]=1)=[O:34])[CH2:14]2, predict the reactants needed to synthesize it. The reactants are: Br.[N:2]1([C:8](=[NH:10])[NH2:9])[CH2:7][CH2:6][O:5][CH2:4][CH2:3]1.[CH:11]12[CH2:20][CH:15]3[CH2:16][CH:17]([CH2:19][CH:13]([CH2:14]3)[CH:12]1[NH:21][C:22](=[O:34])[C:23](=[CH:30]N(C)C)[C:24](=O)[C:25]([CH3:28])([CH3:27])[CH3:26])[CH2:18]2.C[O-].[Na+]. (3) Given the product [CH3:31][CH2:30][O:29][C:33]([CH2:9][CH2:8][CH2:7][CH2:6][C:10]1[CH:11]=[CH:12][C:13]([O:27][CH3:28])=[C:14]([CH2:16][C:17]([OH:19])=[O:18])[CH:15]=1)=[O:36], predict the reactants needed to synthesize it. The reactants are: CCOC([C:6]([C:10]1[CH:11]=[CH:12][C:13]([O:27][CH3:28])=[C:14]([CH2:16][C:17]([O:19]CC2C=CC=CC=2)=[O:18])[CH:15]=1)=[CH:7][CH2:8][CH3:9])=O.[O:29]1[CH2:33]C[CH2:31][CH2:30]1.C([OH:36])C. (4) The reactants are: [Cl:1][C:2]1[C:3]([N:11]2[CH2:16][CH2:15][CH:14]([C:17]([F:20])([F:19])[F:18])[CH2:13][CH2:12]2)=[CH:4][C:5]([NH:9][CH3:10])=[C:6]([CH:8]=1)[NH2:7].[N:21]([C:24]1[CH:25]=[C:26]([CH:29]=[CH:30][C:31]=1[C:32]([F:35])([F:34])[F:33])[C:27]#[N:28])=[C:22]=S.CC(C)N=C=NC(C)C. Given the product [Cl:1][C:2]1[C:3]([N:11]2[CH2:16][CH2:15][CH:14]([C:17]([F:19])([F:18])[F:20])[CH2:13][CH2:12]2)=[CH:4][C:5]2[N:9]([CH3:10])[C:22]([NH:21][C:24]3[CH:25]=[C:26]([CH:29]=[CH:30][C:31]=3[C:32]([F:35])([F:34])[F:33])[C:27]#[N:28])=[N:7][C:6]=2[CH:8]=1, predict the reactants needed to synthesize it. (5) The reactants are: [NH:1]([C:27]([O:29][C:30]([CH3:33])([CH3:32])[CH3:31])=[O:28])[C@H:2]([C:10]([NH:12][C@H:13]([C:24]([OH:26])=[O:25])[CH2:14][C:15]1[C:23]2[C:18](=[CH:19][CH:20]=[CH:21][CH:22]=2)[NH:17][CH:16]=1)=[O:11])[CH2:3][CH2:4][CH2:5][NH:6][C:7](=[NH:9])[NH2:8].Cl.C1C=CC2N(O)N=NC=2C=1.CCN(C(C)C)C(C)C.CN(C(ON1N=NC2C=CC=CC1=2)=[N+](C)C)C.F[P-](F)(F)(F)(F)F. Given the product [NH:1]([C:27]([O:29][C:30]([CH3:33])([CH3:32])[CH3:31])=[O:28])[C@H:2]([C:10]([NH:12][C@H:13]([C:24]([OH:26])=[O:25])[CH2:14][C:15]1[C:23]2[C:18](=[CH:19][CH:20]=[CH:21][CH:22]=2)[NH:17][CH:16]=1)=[O:11])[CH2:3][CH2:4][CH2:5][NH:6][C:7](=[NH:8])[NH2:9], predict the reactants needed to synthesize it. (6) Given the product [CH3:2][N:3]([CH2:4][CH2:5][NH:6][S:7]([C:10]1[CH:15]=[C:14]([S:16]([C:19]2[CH:24]=[CH:23][CH:22]=[CH:21][CH:20]=2)(=[O:18])=[O:17])[CH:13]=[CH:12][C:11]=1[C:25]([F:28])([F:26])[F:27])(=[O:9])=[O:8])[S:30]([C:33]1[CH:34]=[C:35]([CH:39]=[CH:40][CH:41]=1)[C:36]([OH:38])=[O:37])(=[O:32])=[O:31], predict the reactants needed to synthesize it. The reactants are: Cl.[CH3:2][NH:3][CH2:4][CH2:5][NH:6][S:7]([C:10]1[CH:15]=[C:14]([S:16]([C:19]2[CH:24]=[CH:23][CH:22]=[CH:21][CH:20]=2)(=[O:18])=[O:17])[CH:13]=[CH:12][C:11]=1[C:25]([F:28])([F:27])[F:26])(=[O:9])=[O:8].Cl[S:30]([C:33]1[CH:34]=[C:35]([CH:39]=[CH:40][CH:41]=1)[C:36]([OH:38])=[O:37])(=[O:32])=[O:31].C(N(C(C)C)CC)(C)C. (7) Given the product [F:17][C:10]1[C:11]([F:16])=[CH:12][C:13]([F:15])=[CH:14][C:9]=1[CH2:8][C:7](=[O:18])[CH3:1], predict the reactants needed to synthesize it. The reactants are: [CH3:1][Mg]Cl.CON(C)[C:7](=[O:18])[CH2:8][C:9]1[CH:14]=[C:13]([F:15])[CH:12]=[C:11]([F:16])[C:10]=1[F:17].